This data is from Full USPTO retrosynthesis dataset with 1.9M reactions from patents (1976-2016). The task is: Predict the reactants needed to synthesize the given product. (1) Given the product [CH3:1][O:2][C:3]1[C:12]2[C:7](=[CH:8][CH:9]=[CH:10][CH:11]=2)[CH:6]=[CH:5][C:4]=1[B:18]([OH:23])[OH:19], predict the reactants needed to synthesize it. The reactants are: [CH3:1][O:2][C:3]1[C:12]2[C:7](=[CH:8][CH:9]=[CH:10][CH:11]=2)[CH:6]=[CH:5][CH:4]=1.C([Li])CCC.[B:18](OC(C)C)([O:23]C(C)C)[O:19]C(C)C.Cl. (2) The reactants are: [CH2:1]1[CH:9]2[CH:4]([CH:5]3[CH2:10][CH:8]2[CH2:7][CH:6]3[NH:11][CH2:12][C:13]2[CH:14]=[C:15]([CH:23]=[CH:24][CH:25]=2)[C:16]([O:18]CCCC)=[O:17])[CH2:3][CH2:2]1.[OH-].[Na+]. Given the product [CH2:1]1[CH:9]2[CH:4]([CH:5]3[CH2:10][CH:8]2[CH2:7][CH:6]3[NH:11][CH2:12][C:13]2[CH:14]=[C:15]([CH:23]=[CH:24][CH:25]=2)[C:16]([OH:18])=[O:17])[CH2:3][CH2:2]1, predict the reactants needed to synthesize it. (3) Given the product [Br:53][C:49]1[C:42]2[O:43][CH2:44][CH2:45][CH2:46][CH2:47][C:41]=2[CH:52]=[CH:51][CH:50]=1, predict the reactants needed to synthesize it. The reactants are: O1CCCCC2C=CC=C(N3CCN(CCCCN)CC3)C1=2.BrC1C=CC=C(Br)C=1O.[OH-].[Na+].BrCCCCBr.Br[C:41]1[CH:52]=[CH:51][CH:50]=[C:49]([Br:53])[C:42]=1[O:43][CH2:44][CH2:45][CH2:46][CH2:47]Br.C([Li])CCC.CCCCCC. (4) Given the product [CH3:17][O:16][C:13]1[CH:12]=[CH:11][C:10]([CH:9]([NH:18][CH:19]([C:23]2[O:24][CH:25]=[CH:26][CH:27]=2)[C:20]([N:36]([O:35][CH3:31])[CH3:37])=[O:22])[C:6]2[CH:7]=[CH:8][C:3]([O:2][CH3:1])=[CH:4][CH:5]=2)=[CH:15][CH:14]=1, predict the reactants needed to synthesize it. The reactants are: [CH3:1][O:2][C:3]1[CH:8]=[CH:7][C:6]([CH:9]([NH:18][CH:19]([C:23]2[O:24][CH:25]=[CH:26][CH:27]=2)[C:20]([OH:22])=O)[C:10]2[CH:15]=[CH:14][C:13]([O:16][CH3:17])=[CH:12][CH:11]=2)=[CH:5][CH:4]=1.CN([C:31]([O:35][N:36]1N=NC2C=CC=C[C:37]1=2)=[N+](C)C)C.[B-](F)(F)(F)F.Cl.CN(C)O.C(N(C(C)C)CC)(C)C. (5) Given the product [C:1]([C:5]1[CH:6]=[C:7]([CH:11]=[CH:12][N:13]=1)[C:8]([NH:62][C:59]1[S:60][C:61]2[C:53]([CH:48]3[CH2:49][O:50][CH2:51][CH2:52][O:47]3)=[CH:54][CH:55]=[C:56]([O:63][CH3:64])[C:57]=2[N:58]=1)=[O:10])([CH3:2])([CH3:3])[CH3:4], predict the reactants needed to synthesize it. The reactants are: [C:1]([C:5]1[CH:6]=[C:7]([CH:11]=[CH:12][N:13]=1)[C:8]([OH:10])=O)([CH3:4])([CH3:3])[CH3:2].CN(C(ON1N=NC2C=CC=NC1=2)=[N+](C)C)C.F[P-](F)(F)(F)(F)F.C(N(C(C)C)C(C)C)C.[O:47]1[CH2:52][CH2:51][O:50][CH2:49][CH:48]1[C:53]1[C:61]2[S:60][C:59]([NH2:62])=[N:58][C:57]=2[C:56]([O:63][CH3:64])=[CH:55][CH:54]=1.